Dataset: Blood-brain barrier permeability classification from the B3DB database. Task: Regression/Classification. Given a drug SMILES string, predict its absorption, distribution, metabolism, or excretion properties. Task type varies by dataset: regression for continuous measurements (e.g., permeability, clearance, half-life) or binary classification for categorical outcomes (e.g., BBB penetration, CYP inhibition). Dataset: b3db_classification. (1) The compound is F[C@@H](Br)C(F)(F)F. The result is 1 (penetrates BBB). (2) The result is 0 (does not penetrate BBB). The molecule is COC1CCCC2C1=C(C(=O)O)N1C(=O)C(C(C)O)C21. (3) The drug is CCC1(O)CC(OC2CC(N(C)C)C(OC3CC(O)C(OC4CCC(=O)C(C)O4)C(C)O3)C(C)O2)c2c(cc3c(c2O)C(=O)c2c(O)cccc2C3=O)C1C(=O)OC. The result is 0 (does not penetrate BBB). (4) The drug is COC(=O)C[C@H](c1cc(Cl)c2c(c1)OCO2)c1c(O)c(C(=O)OC)c[nH]c1=O. The result is 0 (does not penetrate BBB). (5) The drug is CN[C@H](C)Cc1ccccc1. The result is 1 (penetrates BBB).